Dataset: Catalyst prediction with 721,799 reactions and 888 catalyst types from USPTO. Task: Predict which catalyst facilitates the given reaction. (1) Reactant: [CH3:1][C:2]1[C:6]([B:7]2[O:11][C:10]([CH3:13])([CH3:12])[C:9]([CH3:15])([CH3:14])[O:8]2)=[C:5]([CH3:16])[NH:4][N:3]=1.Br[CH2:18][CH2:19][O:20][CH3:21]. Product: [CH3:21][O:20][CH2:19][CH2:18][N:3]1[C:2]([CH3:1])=[C:6]([B:7]2[O:11][C:10]([CH3:12])([CH3:13])[C:9]([CH3:15])([CH3:14])[O:8]2)[C:5]([CH3:16])=[N:4]1. The catalyst class is: 23. (2) Reactant: Cl.[NH:2]1[CH2:6][CH2:5][CH2:4][C@H:3]1[C:7]([O:9][CH2:10][CH3:11])=[O:8].CCN(CC)CC.[CH:19]1[CH:24]=[CH:23][C:22]([CH2:25][O:26][C:27](Cl)=[O:28])=[CH:21][CH:20]=1. Product: [N:2]1([C:27]([O:26][CH2:25][C:22]2[CH:23]=[CH:24][CH:19]=[CH:20][CH:21]=2)=[O:28])[CH2:6][CH2:5][CH2:4][C@H:3]1[C:7]([O:9][CH2:10][CH3:11])=[O:8]. The catalyst class is: 2. (3) Reactant: C[O:2][C:3]1[CH:20]=[C:19]2[C:6]([C@@:7]3([CH3:24])[C@H:16]([CH2:17][S:18]2)[C@:15]2([CH3:21])[C@H:10]([C:11]([CH3:23])([CH3:22])[CH2:12][CH2:13][CH2:14]2)[CH2:9][CH2:8]3)=[CH:5][CH:4]=1.B(Br)(Br)Br. Product: [CH3:24][C@@:7]12[CH2:8][CH2:9][C@@H:10]3[C@:15]([CH3:21])([CH2:14][CH2:13][CH2:12][C:11]3([CH3:23])[CH3:22])[C@H:16]1[CH2:17][S:18][C:19]1[C:6]2=[CH:5][CH:4]=[C:3]([OH:2])[CH:20]=1. The catalyst class is: 2. (4) Reactant: [CH3:1][C:2]1[CH:3]=[N:4][CH:5]=[C:6]([CH:10]=1)[C:7]([OH:9])=O.O=C1N(P(Cl)(N2CCOC2=O)=O)CCO1.C(N(CC)CC)C.[Br:33][C:34]1[C:35]([F:44])=[C:36]2[C:42]([NH2:43])=[CH:41][NH:40][C:37]2=[N:38][CH:39]=1.[Li+].[OH-].C([O-])([O-])=O.[Na+].[Na+]. Product: [Br:33][C:34]1[C:35]([F:44])=[C:36]2[C:42]([NH:43][C:7](=[O:9])[C:6]3[CH:10]=[C:2]([CH3:1])[CH:3]=[N:4][CH:5]=3)=[CH:41][NH:40][C:37]2=[N:38][CH:39]=1. The catalyst class is: 2. (5) Reactant: [Br:1][C:2]1[CH:7]=[CH:6][C:5]([CH2:8]Br)=[C:4]([F:10])[CH:3]=1.[C-:11]#[N:12].[Na+]. Product: [Br:1][C:2]1[CH:7]=[CH:6][C:5]([CH2:8][C:11]#[N:12])=[C:4]([F:10])[CH:3]=1. The catalyst class is: 18.